From a dataset of NCI-60 drug combinations with 297,098 pairs across 59 cell lines. Regression. Given two drug SMILES strings and cell line genomic features, predict the synergy score measuring deviation from expected non-interaction effect. (1) Drug 1: CN1CCC(CC1)COC2=C(C=C3C(=C2)N=CN=C3NC4=C(C=C(C=C4)Br)F)OC. Drug 2: C1CCC(CC1)NC(=O)N(CCCl)N=O. Cell line: SK-MEL-28. Synergy scores: CSS=28.0, Synergy_ZIP=15.2, Synergy_Bliss=16.0, Synergy_Loewe=10.9, Synergy_HSA=12.3. (2) Drug 1: C1CC(C1)(C(=O)O)C(=O)O.[NH2-].[NH2-].[Pt+2]. Drug 2: CC1CCCC2(C(O2)CC(NC(=O)CC(C(C(=O)C(C1O)C)(C)C)O)C(=CC3=CSC(=N3)C)C)C. Cell line: PC-3. Synergy scores: CSS=39.8, Synergy_ZIP=-1.48, Synergy_Bliss=-0.371, Synergy_Loewe=2.18, Synergy_HSA=2.62. (3) Drug 1: C1=NC2=C(N=C(N=C2N1C3C(C(C(O3)CO)O)F)Cl)N. Drug 2: C1C(C(OC1N2C=NC(=NC2=O)N)CO)O. Cell line: UACC62. Synergy scores: CSS=3.36, Synergy_ZIP=2.25, Synergy_Bliss=5.71, Synergy_Loewe=0.520, Synergy_HSA=2.01. (4) Drug 2: C1CCC(C1)C(CC#N)N2C=C(C=N2)C3=C4C=CNC4=NC=N3. Drug 1: CC(C1=C(C=CC(=C1Cl)F)Cl)OC2=C(N=CC(=C2)C3=CN(N=C3)C4CCNCC4)N. Cell line: HOP-62. Synergy scores: CSS=-1.78, Synergy_ZIP=0.696, Synergy_Bliss=-0.477, Synergy_Loewe=-4.06, Synergy_HSA=-3.58. (5) Drug 1: C(CN)CNCCSP(=O)(O)O. Drug 2: CC12CCC3C(C1CCC2OP(=O)(O)O)CCC4=C3C=CC(=C4)OC(=O)N(CCCl)CCCl.[Na+]. Cell line: K-562. Synergy scores: CSS=1.99, Synergy_ZIP=1.22, Synergy_Bliss=3.14, Synergy_Loewe=-10.6, Synergy_HSA=-5.12. (6) Drug 1: C(CN)CNCCSP(=O)(O)O. Drug 2: N.N.Cl[Pt+2]Cl. Cell line: SK-MEL-2. Synergy scores: CSS=48.5, Synergy_ZIP=2.41, Synergy_Bliss=1.32, Synergy_Loewe=-24.2, Synergy_HSA=-0.970. (7) Drug 1: CC1=C(C=C(C=C1)NC2=NC=CC(=N2)N(C)C3=CC4=NN(C(=C4C=C3)C)C)S(=O)(=O)N.Cl. Drug 2: CNC(=O)C1=CC=CC=C1SC2=CC3=C(C=C2)C(=NN3)C=CC4=CC=CC=N4. Cell line: HOP-92. Synergy scores: CSS=0.440, Synergy_ZIP=1.00, Synergy_Bliss=-0.675, Synergy_Loewe=-1.14, Synergy_HSA=-1.81.